This data is from Forward reaction prediction with 1.9M reactions from USPTO patents (1976-2016). The task is: Predict the product of the given reaction. (1) Given the reactants Br[C:2]1[S:6][CH:5]=[N:4][C:3]=1[C:7]([O:9][CH2:10][CH3:11])=[O:8].C(N(CC)CC)C.[C:19]([Si:21]([CH3:24])([CH3:23])[CH3:22])#[CH:20].O, predict the reaction product. The product is: [CH2:10]([O:9][C:7]([C:3]1[N:4]=[CH:5][S:6][C:2]=1[C:20]#[C:19][Si:21]([CH3:24])([CH3:23])[CH3:22])=[O:8])[CH3:11]. (2) Given the reactants Br[CH2:2][C:3]1[CH:8]=[CH:7][C:6]([C:9]2[CH:14]=[CH:13][C:12]([N+:15]([O-:17])=[O:16])=[CH:11][CH:10]=2)=[CH:5][C:4]=1[C:18]([O:20]C)=O.Cl.[CH3:23][O:24][C:25](=[O:31])[C@H:26]([CH:28]([CH3:30])[CH3:29])[NH2:27].C(N(CC)CC)C, predict the reaction product. The product is: [CH3:29][CH:28]([CH3:30])[C@H:26]([N:27]1[CH2:2][C:3]2[C:4](=[CH:5][C:6]([C:9]3[CH:10]=[CH:11][C:12]([N+:15]([O-:17])=[O:16])=[CH:13][CH:14]=3)=[CH:7][CH:8]=2)[C:18]1=[O:20])[C:25]([O:24][CH3:23])=[O:31]. (3) The product is: [C:29]([N:2]1[CH2:5][CH:4]([C@@H:6]([C:8]2[CH:16]=[CH:15][C:14]([C:17]([NH2:19])=[O:18])=[C:13]3[C:9]=2[CH:10]=[CH:11][NH:12]3)[CH3:7])[CH2:3]1)(=[O:32])[CH:30]=[CH2:31]. Given the reactants Cl.[NH:2]1[CH2:5][CH:4]([C@@H:6]([C:8]2[CH:16]=[CH:15][C:14]([C:17]([NH2:19])=[O:18])=[C:13]3[C:9]=2[CH:10]=[CH:11][NH:12]3)[CH3:7])[CH2:3]1.C(N(C(C)C)C(C)C)C.[C:29](Cl)(=[O:32])[CH:30]=[CH2:31], predict the reaction product. (4) The product is: [BrH:23].[O:13]1[C:9]2=[CH:10][N:11]=[N:12][C:7]([NH2:6])=[C:8]2[CH2:16][CH2:15][CH2:14]1. Given the reactants COC1C=C(OC)C=CC=1C[NH:6][C:7]1[N:12]=[N:11][CH:10]=[C:9]2[O:13][CH2:14][CH2:15][CH2:16][C:8]=12.[BrH:23].C(O)(=O)C, predict the reaction product. (5) Given the reactants [Cl:1][C:2]1[C:3]([C:19]([N:21]2[CH2:25][CH2:24][C:23]([F:27])([F:26])[CH2:22]2)=[O:20])=[CH:4][C:5]([O:11][CH2:12][C:13]2[CH:18]=[CH:17][CH:16]=[CH:15][CH:14]=2)=[C:6]([CH:10]=1)[C:7](O)=[O:8].C(N(C(C)C)CC)(C)C.CN(C(O[N:45]1[N:53]=[N:52][C:47]2[CH:48]=[CH:49]C=N[C:46]1=2)=[N+](C)C)C.F[P-](F)(F)(F)(F)F.N1C=CC(N)=CN=1, predict the reaction product. The product is: [Cl:1][C:2]1[C:3]([C:19]([N:21]2[CH2:25][CH2:24][C:23]([F:26])([F:27])[CH2:22]2)=[O:20])=[CH:4][C:5]([O:11][CH2:12][C:13]2[CH:18]=[CH:17][CH:16]=[CH:15][CH:14]=2)=[C:6]([CH:10]=1)[C:7]([NH:52][C:47]1[CH:48]=[CH:49][N:53]=[N:45][CH:46]=1)=[O:8]. (6) Given the reactants Cl.[O:2]=[C:3]1[NH:11][C:6]2=[N:7][CH:8]=[CH:9][CH:10]=[C:5]2[C:4]21[CH2:19][C:18]1[C:13](=[CH:14][CH:15]=[C:16]([NH:20][C:21]3[N:26]=[CH:25][N:24]=[C:23]([C:27](O)=[O:28])[CH:22]=3)[CH:17]=1)[CH2:12]2.[F:30][C:31]1[CH:32]=[C:33]([C@@H:38]2[CH2:43][CH2:42][C:41]([CH3:45])([CH3:44])[CH2:40][NH:39]2)[CH:34]=[C:35]([F:37])[CH:36]=1.CCN(C(C)C)C(C)C.CN(C(ON1N=NC2C=CC=NC1=2)=[N+](C)C)C.F[P-](F)(F)(F)(F)F, predict the reaction product. The product is: [F:37][C:35]1[CH:34]=[C:33]([C@@H:38]2[CH2:43][CH2:42][C:41]([CH3:45])([CH3:44])[CH2:40][N:39]2[C:27]([C:23]2[N:24]=[CH:25][N:26]=[C:21]([NH:20][C:16]3[CH:17]=[C:18]4[C:13](=[CH:14][CH:15]=3)[CH2:12][C:4]3([C:5]5[C:6](=[N:7][CH:8]=[CH:9][CH:10]=5)[NH:11][C:3]3=[O:2])[CH2:19]4)[CH:22]=2)=[O:28])[CH:32]=[C:31]([F:30])[CH:36]=1. (7) Given the reactants [CH:1]1([C:4]2C(C3C=CC=C4C=3C=NC(C=C)=N4)=CC(C#N)=C(N3CCN(C(=O)CCOC)[C@H](C)C3)[N:5]=2)[CH2:3][CH2:2]1.[C:37]([O-:40])(O)=[O:38].[Na+].[CH3:54][C:53]([O:52][C:50](O[C:50]([O:52][C:53]([CH3:56])([CH3:55])[CH3:54])=[O:51])=[O:51])([CH3:56])[CH3:55], predict the reaction product. The product is: [C:53]([O:52][C:50]([NH:5][C@H:4]([CH:1]1[CH2:3][CH2:2]1)[C:37]([OH:40])=[O:38])=[O:51])([CH3:54])([CH3:55])[CH3:56]. (8) Given the reactants [Cl:1][C:2]1[CH:7]=[C:6]([C:8]2[CH:13]=[CH:12][CH:11]=[CH:10][CH:9]=2)[N:5]=[C:4]([NH:14]C(=O)OC(C)(C)C)[CH:3]=1.FC(F)(F)C(O)=O, predict the reaction product. The product is: [Cl:1][C:2]1[CH:7]=[C:6]([C:8]2[CH:13]=[CH:12][CH:11]=[CH:10][CH:9]=2)[N:5]=[C:4]([NH2:14])[CH:3]=1.